Dataset: Forward reaction prediction with 1.9M reactions from USPTO patents (1976-2016). Task: Predict the product of the given reaction. (1) Given the reactants [Cl-].[Ce+3].[Cl-].[Cl-].[CH2:5]([Mg]Br)[CH3:6].C(OCC)C.[CH3:14][C@H:15]1[C:19](=[O:20])[CH2:18][CH2:17][N:16]1[C:21]([O:23][CH2:24][C:25]1[CH:30]=[CH:29][CH:28]=[CH:27][CH:26]=1)=[O:22], predict the reaction product. The product is: [CH2:15]([C@:19]1([OH:20])[CH2:18][CH2:17][N:16]([C:21]([O:23][CH2:24][C:25]2[CH:30]=[CH:29][CH:28]=[CH:27][CH:26]=2)=[O:22])[C@H:5]1[CH3:6])[CH3:14]. (2) Given the reactants [F:1][C:2]([F:20])([F:19])[C:3](=O)[CH2:4][C:5]([C:7]1[CH:17]=[CH:16][C:10]2[O:11][CH2:12][C:13](=[O:15])[NH:14][C:9]=2[CH:8]=1)=O.Cl.[CH3:22][C:23]1[CH:28]=[C:27]([CH3:29])[CH:26]=[CH:25][C:24]=1[NH:30][NH2:31], predict the reaction product. The product is: [CH3:22][C:23]1[CH:28]=[C:27]([CH3:29])[CH:26]=[CH:25][C:24]=1[N:30]1[C:5]([C:7]2[CH:17]=[CH:16][C:10]3[O:11][CH2:12][C:13](=[O:15])[NH:14][C:9]=3[CH:8]=2)=[CH:4][C:3]([C:2]([F:20])([F:19])[F:1])=[N:31]1. (3) Given the reactants [F:1][C:2]([F:32])([F:31])[C:3]1[CH:4]=[C:5]([S:9]([NH:12][C:13]2[CH:14]=[C:15]([CH:28]=[CH:29][CH:30]=2)[C:16]([NH:18][C:19]2[CH:27]=[CH:26][C:22]([C:23]([OH:25])=[O:24])=[CH:21][CH:20]=2)=[O:17])(=[O:11])=[O:10])[CH:6]=[CH:7][CH:8]=1.F[C:34](F)(F)[C:35]1C=C(S(Cl)(=O)=O)C=CC=1, predict the reaction product. The product is: [CH2:34]([O:24][C:23](=[O:25])[C:22]1[CH:26]=[CH:27][C:19]([NH:18][C:16](=[O:17])[C:15]2[CH:28]=[CH:29][CH:30]=[C:13]([NH:12][S:9]([C:5]3[CH:6]=[CH:7][CH:8]=[C:3]([C:2]([F:1])([F:31])[F:32])[CH:4]=3)(=[O:10])=[O:11])[CH:14]=2)=[CH:20][CH:21]=1)[CH3:35]. (4) Given the reactants [CH:1]1([NH:7][C@@H:8]2[CH2:13][CH2:12][N:11]([C:14]([O:16][C:17]([CH3:20])([CH3:19])[CH3:18])=[O:15])[CH2:10][C@H:9]2[CH3:21])[CH2:6][CH2:5][CH2:4][CH2:3][CH2:2]1.O=C(Cl)[O:24][C:25](Cl)(Cl)Cl.Cl.[CH3:31][NH:32][CH3:33].C(=O)([O-])[O-].[K+].[K+], predict the reaction product. The product is: [CH:1]1([N:7]([C:25]([N:32]([CH3:33])[CH3:31])=[O:24])[C@@H:8]2[CH2:13][CH2:12][N:11]([C:14]([O:16][C:17]([CH3:20])([CH3:19])[CH3:18])=[O:15])[CH2:10][C@H:9]2[CH3:21])[CH2:2][CH2:3][CH2:4][CH2:5][CH2:6]1. (5) The product is: [CH:22]([Si:21]1([CH:25]([CH3:27])[CH3:26])[C:2]2[CH:7]=[CH:6][CH:5]=[CH:4][C:3]=2[CH:8]([C:10]2[CH:15]=[CH:14][CH:13]=[CH:12][CH:11]=2)[O:9]1)([CH3:24])[CH3:23]. Given the reactants Br[C:2]1[CH:7]=[CH:6][CH:5]=[CH:4][C:3]=1[CH:8]([C:10]1[CH:15]=[CH:14][CH:13]=[CH:12][CH:11]=1)[OH:9].[Li]CCCC.[SiH:21](Cl)([CH:25]([CH3:27])[CH3:26])[CH:22]([CH3:24])[CH3:23], predict the reaction product. (6) Given the reactants C([Li])CCC.CCCCCC.[CH3:12][NH:13][S:14]([C:17]1[N:18]=[CH:19][N:20]2[CH:24]=[CH:23][S:22][C:21]=12)(=[O:16])=[O:15].[CH2:25]([Sn:29](Cl)([CH2:34][CH2:35][CH2:36][CH3:37])[CH2:30][CH2:31][CH2:32][CH3:33])[CH2:26][CH2:27][CH3:28].[Cl-].[NH4+], predict the reaction product. The product is: [CH3:12][NH:13][S:14]([C:17]1[N:18]=[CH:19][N:20]2[CH:24]=[C:23]([Sn:29]([CH2:30][CH2:31][CH2:32][CH3:33])([CH2:34][CH2:35][CH2:36][CH3:37])[CH2:25][CH2:26][CH2:27][CH3:28])[S:22][C:21]=12)(=[O:15])=[O:16]. (7) Given the reactants [C:1]([NH:8][CH:9]1[CH2:14][CH2:13][NH:12][CH2:11][CH2:10]1)([O:3][C:4]([CH3:7])([CH3:6])[CH3:5])=[O:2].[OH:15][CH:16]([CH3:19])[CH2:17]Br, predict the reaction product. The product is: [C:4]([O:3][C:1](=[O:2])[NH:8][CH:9]1[CH2:14][CH2:13][N:12]([CH2:17][CH:16]([OH:15])[CH3:19])[CH2:11][CH2:10]1)([CH3:7])([CH3:6])[CH3:5]. (8) The product is: [CH2:26]([NH:33][C:2]1[C:7]2[N:8]=[C:9]([CH2:20][O:21][CH2:22][CH3:23])[N:10]([NH:11][CH2:12][CH2:13][CH2:14][NH:15][S:16]([CH3:19])(=[O:18])=[O:17])[C:6]=2[C:5]([CH3:24])=[C:4]([CH3:25])[N:3]=1)[C:27]1[CH:32]=[CH:31][CH:30]=[CH:29][CH:28]=1. Given the reactants Cl[C:2]1[C:7]2[N:8]=[C:9]([CH2:20][O:21][CH2:22][CH3:23])[N:10]([NH:11][CH2:12][CH2:13][CH2:14][NH:15][S:16]([CH3:19])(=[O:18])=[O:17])[C:6]=2[C:5]([CH3:24])=[C:4]([CH3:25])[N:3]=1.[CH2:26]([NH2:33])[C:27]1[CH:32]=[CH:31][CH:30]=[CH:29][CH:28]=1.Cl.N1C=CC=CC=1, predict the reaction product.